From a dataset of Forward reaction prediction with 1.9M reactions from USPTO patents (1976-2016). Predict the product of the given reaction. (1) Given the reactants [Cl:1][C:2]1[CH:3]=[CH:4][C:5]([O:27][CH3:28])=[C:6]([CH:8]([NH:10][C:11]2[CH:16]=[C:15]([N:17]3[CH2:22][CH2:21][NH:20][CH2:19][CH2:18]3)[CH:14]=[CH:13][C:12]=2[S:23]([CH3:26])(=[O:25])=[O:24])[CH3:9])[CH:7]=1.Cl, predict the reaction product. The product is: [ClH:1].[Cl:1][C:2]1[CH:3]=[CH:4][C:5]([O:27][CH3:28])=[C:6]([CH:8]([NH:10][C:11]2[CH:16]=[C:15]([N:17]3[CH2:18][CH2:19][NH:20][CH2:21][CH2:22]3)[CH:14]=[CH:13][C:12]=2[S:23]([CH3:26])(=[O:24])=[O:25])[CH3:9])[CH:7]=1. (2) Given the reactants [F:1][C:2]1[CH:28]=[CH:27][C:5]([CH2:6][O:7][CH2:8][C@@H:9]2[N:14]3[C:15]4[C:24]5[C:19](=[CH:20][CH:21]=[CH:22][CH:23]=5)[N+:18]([O-])=[CH:17][C:16]=4[N:26]=[C:13]3[CH2:12][O:11][CH2:10]2)=[CH:4][CH:3]=1.[NH4+:29].[OH-].C1(C)C=CC(S(Cl)(=O)=O)=CC=1.O, predict the reaction product. The product is: [F:1][C:2]1[CH:28]=[CH:27][C:5]([CH2:6][O:7][CH2:8][C@@H:9]2[N:14]3[C:15]4[C:24]5[C:19](=[CH:20][CH:21]=[CH:22][CH:23]=5)[N:18]=[C:17]([NH2:29])[C:16]=4[N:26]=[C:13]3[CH2:12][O:11][CH2:10]2)=[CH:4][CH:3]=1. (3) Given the reactants [F:1][C:2]1[CH:3]=[C:4]([CH2:9][C@H:10]([NH:24][C:25](=[O:40])[CH2:26][N:27]2[C:35]3[CH2:34][CH2:33][CH2:32][CH2:31][C:30]=3[C:29]([C:36]([F:39])([F:38])[F:37])=[N:28]2)C2N(C3C=CC(OC)=CC=3)C=CN=2)[CH:5]=[C:6]([F:8])[CH:7]=1.Cl.[Cl:42][C:43]1[CH:48]=[CH:47][C:46]([C:49]2[O:50][C:51](C(N)CC3C=C(F)C=C(F)C=3)=[CH:52][N:53]=2)=[CH:45][CH:44]=1.FC(F)(F)C1C2CCCCC=2N(CC(O)=O)N=1, predict the reaction product. The product is: [Cl:42][C:43]1[CH:44]=[CH:45][C:46]([C:49]2[O:50][C:51]([CH:10]([NH:24][C:25](=[O:40])[CH2:26][N:27]3[C:35]4[CH2:34][CH2:33][CH2:32][CH2:31][C:30]=4[C:29]([C:36]([F:38])([F:39])[F:37])=[N:28]3)[CH2:9][C:4]3[CH:3]=[C:2]([F:1])[CH:7]=[C:6]([F:8])[CH:5]=3)=[CH:52][N:53]=2)=[CH:47][CH:48]=1. (4) Given the reactants Br[C:2]1[C:6]2[N:7]=[CH:8][N:9]=[C:10]([S:11][CH3:12])[C:5]=2[S:4][CH:3]=1.C1(NC2CCCCC2)CCCCC1.[C:26]([Si:28]([CH3:31])([CH3:30])[CH3:29])#[CH:27], predict the reaction product. The product is: [CH3:12][S:11][C:10]1[C:5]2[S:4][CH:3]=[C:2]([C:27]#[C:26][Si:28]([CH3:31])([CH3:30])[CH3:29])[C:6]=2[N:7]=[CH:8][N:9]=1.